This data is from NCI-60 drug combinations with 297,098 pairs across 59 cell lines. The task is: Regression. Given two drug SMILES strings and cell line genomic features, predict the synergy score measuring deviation from expected non-interaction effect. (1) Drug 1: CC1=C(C=C(C=C1)NC2=NC=CC(=N2)N(C)C3=CC4=NN(C(=C4C=C3)C)C)S(=O)(=O)N.Cl. Drug 2: C1CC(C1)(C(=O)O)C(=O)O.[NH2-].[NH2-].[Pt+2]. Cell line: U251. Synergy scores: CSS=49.9, Synergy_ZIP=-2.06, Synergy_Bliss=-2.04, Synergy_Loewe=2.27, Synergy_HSA=1.80. (2) Drug 1: CC(C1=C(C=CC(=C1Cl)F)Cl)OC2=C(N=CC(=C2)C3=CN(N=C3)C4CCNCC4)N. Drug 2: CN(CC1=CN=C2C(=N1)C(=NC(=N2)N)N)C3=CC=C(C=C3)C(=O)NC(CCC(=O)O)C(=O)O. Cell line: SF-539. Synergy scores: CSS=24.6, Synergy_ZIP=1.94, Synergy_Bliss=3.89, Synergy_Loewe=-15.0, Synergy_HSA=4.20. (3) Drug 1: CS(=O)(=O)CCNCC1=CC=C(O1)C2=CC3=C(C=C2)N=CN=C3NC4=CC(=C(C=C4)OCC5=CC(=CC=C5)F)Cl. Drug 2: C1CNP(=O)(OC1)N(CCCl)CCCl. Cell line: COLO 205. Synergy scores: CSS=-1.59, Synergy_ZIP=-1.26, Synergy_Bliss=-4.18, Synergy_Loewe=-3.26, Synergy_HSA=-6.81. (4) Drug 1: C1CC(=O)NC(=O)C1N2CC3=C(C2=O)C=CC=C3N. Drug 2: C1CC(=O)NC(=O)C1N2C(=O)C3=CC=CC=C3C2=O. Cell line: NCI-H322M. Synergy scores: CSS=9.19, Synergy_ZIP=-0.0957, Synergy_Bliss=4.81, Synergy_Loewe=5.66, Synergy_HSA=4.89. (5) Drug 1: C1=CN(C=N1)CC(O)(P(=O)(O)O)P(=O)(O)O. Drug 2: CC(C)NC(=O)C1=CC=C(C=C1)CNNC.Cl. Cell line: NCI-H322M. Synergy scores: CSS=5.03, Synergy_ZIP=8.27, Synergy_Bliss=1.93, Synergy_Loewe=3.65, Synergy_HSA=2.22.